Dataset: Reaction yield outcomes from USPTO patents with 853,638 reactions. Task: Predict the reaction yield, written as a fraction of the theoretical maximum amount of product (1.0 means a 100% yield; for example, 0.34 means a 34% yield). (1) The reactants are [Cl:1][C:2]1[CH:8]=[CH:7][C:5]([NH2:6])=[C:4]([F:9])[CH:3]=1.C(=O)=O.CC(C)=O.C([Li])CCC.Cl[Si](C)(C)CC[Si](Cl)(C)C.[CH2:32]([O:34][C:35](Cl)=[O:36])[CH3:33]. The catalyst is O1CCCC1. The product is [CH2:32]([O:34][C:35](=[O:36])[C:3]1[C:2]([Cl:1])=[CH:8][CH:7]=[C:5]([NH2:6])[C:4]=1[F:9])[CH3:33]. The yield is 0.720. (2) The reactants are [NH2:1][C:2]1[N:7]=[CH:6][N:5]=[C:4]2[N:8]([CH:21]([C:23]3[O:24][C:25]4[C:30]([C:31](=[O:40])[C:32]=3[C:33]3[CH:38]=[CH:37][CH:36]=[C:35]([F:39])[CH:34]=3)=[CH:29][CH:28]=[CH:27][CH:26]=4)[CH3:22])[N:9]=[C:10]([C:11]3[CH:16]=[C:15]([F:17])[C:14]([O:18]C)=[C:13]([F:20])[CH:12]=3)[C:3]=12. The catalyst is ClCCl.B(Br)(Br)Br. The product is [NH2:1][C:2]1[N:7]=[CH:6][N:5]=[C:4]2[N:8]([CH:21]([C:23]3[O:24][C:25]4[C:30]([C:31](=[O:40])[C:32]=3[C:33]3[CH:38]=[CH:37][CH:36]=[C:35]([F:39])[CH:34]=3)=[CH:29][CH:28]=[CH:27][CH:26]=4)[CH3:22])[N:9]=[C:10]([C:11]3[CH:12]=[C:13]([F:20])[C:14]([OH:18])=[C:15]([F:17])[CH:16]=3)[C:3]=12. The yield is 0.720. (3) The yield is 0.170. The reactants are [CH3:1][N:2]1[C:6]([C:7]([F:10])([F:9])[F:8])=[CH:5][C:4]([NH:11][C:12](=[O:20])OC2C=CC=CC=2)=[N:3]1.[CH3:21][O:22][C:23]1[CH:24]=[C:25]2[C:30](=[CH:31][C:32]=1[O:33][CH3:34])[N:29]=[CH:28][N:27]=[C:26]2[S:35][C:36]1[CH:37]=[C:38]([CH:40]=[CH:41][CH:42]=1)[NH2:39].C(N(CC)C(C)C)(C)C. The product is [CH3:21][O:22][C:23]1[CH:24]=[C:25]2[C:30](=[CH:31][C:32]=1[O:33][CH3:34])[N:29]=[CH:28][N:27]=[C:26]2[S:35][C:36]1[CH:37]=[C:38]([NH:39][C:12]([NH:11][C:4]2[CH:5]=[C:6]([C:7]([F:8])([F:9])[F:10])[N:2]([CH3:1])[N:3]=2)=[O:20])[CH:40]=[CH:41][CH:42]=1. The catalyst is C1COCC1. (4) The reactants are [F:1][C:2]1[C:10]([CH3:11])=[CH:9][CH:8]=[CH:7][C:3]=1[C:4]([OH:6])=[O:5].[Br:12]N1C(=O)CCC1=O.N(C(C)(C)C#N)=NC(C)(C)C#N. The catalyst is C(Cl)(Cl)(Cl)Cl. The product is [Br:12][CH2:11][C:10]1[C:2]([F:1])=[C:3]([CH:7]=[CH:8][CH:9]=1)[C:4]([OH:6])=[O:5]. The yield is 0.130.